This data is from Reaction yield outcomes from USPTO patents with 853,638 reactions. The task is: Predict the reaction yield, written as a fraction of the theoretical maximum amount of product (1.0 means a 100% yield; for example, 0.34 means a 34% yield). (1) The reactants are C([Li])CCC.Br[C:7]1[CH:12]=[CH:11][C:10]([O:13][CH3:14])=[CH:9][C:8]=1[CH3:15].[F:16][C:17]1[CH:24]=[C:23]([O:25][CH3:26])[CH:22]=[CH:21][C:18]=1[CH:19]=[O:20]. The catalyst is C1COCC1. The product is [F:16][C:17]1[CH:24]=[C:23]([O:25][CH3:26])[CH:22]=[CH:21][C:18]=1[CH:19]([C:7]1[CH:12]=[CH:11][C:10]([O:13][CH3:14])=[CH:9][C:8]=1[CH3:15])[OH:20]. The yield is 0.780. (2) The reactants are [C:1]([O:5][C:6](=[O:23])[NH:7][C:8]1[S:9][CH:10]=[CH:11][C@:12]([C:15]2[CH:20]=[C:19]([Br:21])[CH:18]=[CH:17][C:16]=2[F:22])([CH3:14])[N:13]=1)([CH3:4])([CH3:3])[CH3:2].C(=O)([O-])[O-].[K+].[K+].[CH3:30][O:31][C:32]1[CH:39]=[CH:38][C:35]([CH2:36]Cl)=[CH:34][CH:33]=1. The catalyst is CN(C=O)C.O.CCOC(C)=O. The product is [C:1]([O:5][C:6](=[O:23])[N:7]([C:8]1[S:9][CH:10]=[CH:11][C@:12]([C:15]2[CH:20]=[C:19]([Br:21])[CH:18]=[CH:17][C:16]=2[F:22])([CH3:14])[N:13]=1)[CH2:36][C:35]1[CH:38]=[CH:39][C:32]([O:31][CH3:30])=[CH:33][CH:34]=1)([CH3:2])([CH3:3])[CH3:4]. The yield is 0.920.